The task is: Predict the reaction yield, written as a fraction of the theoretical maximum amount of product (1.0 means a 100% yield; for example, 0.34 means a 34% yield).. This data is from Reaction yield outcomes from USPTO patents with 853,638 reactions. (1) The reactants are [C:1]1([S:7]([N:10]2[CH:14]=[C:13](Br)[C:12]([C:16]3[CH:17]=[N:18][CH:19]=[CH:20][CH:21]=3)=[N:11]2)(=[O:9])=[O:8])[CH:6]=[CH:5][CH:4]=[CH:3][CH:2]=1.[CH:22](/B(O)O)=[CH:23]\[CH2:24][CH2:25][CH2:26][CH3:27].[O-]P([O-])([O-])=O.[K+].[K+].[K+].COC1C=CC=C(OC)C=1C1C=CC=CC=1P(C1CCCCC1)C1CCCCC1. The catalyst is C(OCC)(=O)C.CC([O-])=O.CC([O-])=O.[Pd+2].C1(C)C=CC=CC=1. The product is [C:1]1([S:7]([N:10]2[CH:14]=[C:13]([CH:22]=[CH:23][CH2:24][CH2:25][CH2:26][CH3:27])[C:12]([C:16]3[CH:17]=[N:18][CH:19]=[CH:20][CH:21]=3)=[N:11]2)(=[O:9])=[O:8])[CH:6]=[CH:5][CH:4]=[CH:3][CH:2]=1. The yield is 0.610. (2) The reactants are [O:1]=[C:2]1[C:11]2[C:6](=[CH:7][CH:8]=[CH:9][CH:10]=2)[C:5]([CH2:12][C:13]([OH:15])=[O:14])=[N:4][N:3]1[CH2:16][C:17]1[S:18][C:19]2[CH:25]=[CH:24][C:23]([C:26]([F:29])([F:28])[F:27])=[CH:22][C:20]=2[N:21]=1.[N:30]([CH2:37][CH2:38][OH:39])([CH2:34][CH2:35][OH:36])[CH2:31][CH2:32][OH:33]. The product is [N:30]([CH2:37][CH2:38][OH:39])([CH2:34][CH2:35][OH:36])[CH2:31][CH2:32][OH:33].[O:1]=[C:2]1[C:11]2[C:6](=[CH:7][CH:8]=[CH:9][CH:10]=2)[C:5]([CH2:12][C:13]([OH:15])=[O:14])=[N:4][N:3]1[CH2:16][C:17]1[S:18][C:19]2[CH:25]=[CH:24][C:23]([C:26]([F:29])([F:28])[F:27])=[CH:22][C:20]=2[N:21]=1. The catalyst is CC(C)=O. The yield is 0.860. (3) The reactants are [Br:1][C:2]1[CH:6]=[CH:5][NH:4][N:3]=1.[H-].[Na+].CS(O[CH:14]1[CH2:19][CH2:18][N:17]([C:20]([O:22][C:23]([CH3:26])([CH3:25])[CH3:24])=[O:21])[CH2:16][CH2:15]1)(=O)=O.O. The catalyst is CN(C=O)C. The product is [Br:1][C:2]1[N:3]([CH:14]2[CH2:19][CH2:18][N:17]([C:20]([O:22][C:23]([CH3:26])([CH3:25])[CH3:24])=[O:21])[CH2:16][CH2:15]2)[N:4]=[CH:5][CH:6]=1. The yield is 0.150.